Dataset: Full USPTO retrosynthesis dataset with 1.9M reactions from patents (1976-2016). Task: Predict the reactants needed to synthesize the given product. (1) Given the product [CH2:19]([N:18]1[C:14]([C@H:9]([N:8]([CH2:34][C@H:35]2[C@@H:39]([F:40])[CH2:38][NH:37][CH2:36]2)[C:6](=[O:7])[C@@H:5]([OH:4])[CH3:51])[C:10]([CH3:13])([CH3:11])[CH3:12])=[N:15][C:16]([C:26]2[CH:31]=[C:30]([F:32])[CH:29]=[CH:28][C:27]=2[F:33])=[N:17]1)[C:20]1[CH:25]=[CH:24][CH:23]=[CH:22][CH:21]=1, predict the reactants needed to synthesize it. The reactants are: C([O:4][C@@H:5]([CH3:51])[C:6]([N:8]([CH2:34][C@H:35]1[C@@H:39]([F:40])[CH2:38][N:37](C(OCC2C=CC=CC=2)=O)[CH2:36]1)[C@@H:9]([C:14]1[N:18]([CH2:19][C:20]2[CH:25]=[CH:24][CH:23]=[CH:22][CH:21]=2)[N:17]=[C:16]([C:26]2[CH:31]=[C:30]([F:32])[CH:29]=[CH:28][C:27]=2[F:33])[N:15]=1)[C:10]([CH3:13])([CH3:12])[CH3:11])=[O:7])(=O)C.C(=O)([O-])[O-].[K+].[K+]. (2) Given the product [F:18][C:8]1[CH:7]=[C:6]2[C:11]([C:2]([NH:29][C:30]3[CH:35]=[CH:34][C:33]([OH:36])=[CH:32][CH:31]=3)=[N:3][C:4]([CH:19]=[CH:20][C:21]3[O:22][C:23]([N+:26]([O-:28])=[O:27])=[CH:24][CH:25]=3)=[N:5]2)=[CH:10][C:9]=1[N:12]1[CH2:17][CH2:16][O:15][CH2:14][CH2:13]1, predict the reactants needed to synthesize it. The reactants are: Cl[C:2]1[C:11]2[C:6](=[CH:7][C:8]([F:18])=[C:9]([N:12]3[CH2:17][CH2:16][O:15][CH2:14][CH2:13]3)[CH:10]=2)[N:5]=[C:4]([CH:19]=[CH:20][C:21]2[O:22][C:23]([N+:26]([O-:28])=[O:27])=[CH:24][CH:25]=2)[N:3]=1.[NH2:29][C:30]1[CH:35]=[CH:34][C:33]([OH:36])=[CH:32][CH:31]=1.O. (3) Given the product [C:12]([NH:1][CH2:2][CH2:3][CH2:4][CH2:5][CH2:6][C:7]([OH:9])=[O:8])(=[O:19])[C:13]1[CH:18]=[CH:17][CH:16]=[CH:15][CH:14]=1, predict the reactants needed to synthesize it. The reactants are: [NH2:1][CH2:2][CH2:3][CH2:4][CH2:5][CH2:6][C:7]([OH:9])=[O:8].[OH-].[Na+].[C:12](Cl)(=[O:19])[C:13]1[CH:18]=[CH:17][CH:16]=[CH:15][CH:14]=1. (4) Given the product [C:30]([N:24]([N:13]1[C:12](=[O:29])[C:11]2[C:16](=[CH:17][C:18]([C:19]([F:21])([F:22])[F:20])=[C:9]([C:8]3[N:4]([CH:1]([CH3:3])[CH3:2])[N:5]=[CH:6][CH:7]=3)[CH:10]=2)[NH:15][C:14]1=[O:23])[S:25]([CH3:28])(=[O:26])=[O:27])(=[O:34])[CH2:31][CH2:32][CH3:33], predict the reactants needed to synthesize it. The reactants are: [CH:1]([N:4]1[C:8]([C:9]2[CH:10]=[C:11]3[C:16](=[CH:17][C:18]=2[C:19]([F:22])([F:21])[F:20])[NH:15][C:14](=[O:23])[N:13]([NH:24][S:25]([CH3:28])(=[O:27])=[O:26])[C:12]3=[O:29])=[CH:7][CH:6]=[N:5]1)([CH3:3])[CH3:2].[C:30](Cl)(=[O:34])[CH2:31][CH2:32][CH3:33]. (5) Given the product [C:33]([C:30]1[CH:31]=[CH:32][C:27]([C:24]2[N:25]([CH3:26])[C:21]([S:20][C:17]3[CH:18]=[CH:19][C:14]([CH2:13][NH:12][C:9]4[CH:10]=[CH:11][C:6]([CH2:5][C:4]([OH:45])=[O:3])=[CH:7][CH:8]=4)=[C:15]([O:37][CH2:38][CH2:39][CH2:40][CH2:41][CH2:42][CH2:43][CH3:44])[CH:16]=3)=[N:22][N:23]=2)=[CH:28][CH:29]=1)([CH3:36])([CH3:35])[CH3:34], predict the reactants needed to synthesize it. The reactants are: C([O:3][C:4](=[O:45])[CH2:5][C:6]1[CH:11]=[CH:10][C:9]([NH:12][CH2:13][C:14]2[CH:19]=[CH:18][C:17]([S:20][C:21]3[N:25]([CH3:26])[C:24]([C:27]4[CH:32]=[CH:31][C:30]([C:33]([CH3:36])([CH3:35])[CH3:34])=[CH:29][CH:28]=4)=[N:23][N:22]=3)=[CH:16][C:15]=2[O:37][CH2:38][CH2:39][CH2:40][CH2:41][CH2:42][CH2:43][CH3:44])=[CH:8][CH:7]=1)C.C(=O)([O-])[O-].[K+].[K+].Cl.